Dataset: Reaction yield outcomes from USPTO patents with 853,638 reactions. Task: Predict the reaction yield, written as a fraction of the theoretical maximum amount of product (1.0 means a 100% yield; for example, 0.34 means a 34% yield). (1) The reactants are [F:1][C:2]1[CH:7]=[CH:6][CH:5]=[C:4]([F:8])[C:3]=1[N:9]1[C:14]2[N:15]=[C:16](S(C)(=O)=O)[N:17]=[C:18]([C:19]3[CH:24]=[CH:23][C:22]([F:25])=[CH:21][C:20]=3[CH3:26])[C:13]=2[CH:12]=[CH:11][C:10]1=[O:31].[CH3:32][O:33][CH2:34][CH2:35][NH2:36]. The catalyst is CN(C=O)C.CCOC(C)=O. The product is [F:1][C:2]1[CH:7]=[CH:6][CH:5]=[C:4]([F:8])[C:3]=1[N:9]1[C:14]2[N:15]=[C:16]([NH:36][CH2:35][CH2:34][O:33][CH3:32])[N:17]=[C:18]([C:19]3[CH:24]=[CH:23][C:22]([F:25])=[CH:21][C:20]=3[CH3:26])[C:13]=2[CH:12]=[CH:11][C:10]1=[O:31]. The yield is 0.470. (2) The reactants are [NH:1]1[C@H:3]([C:4](OCC)=[O:5])[C@H:2]1[C:9]([O:11][CH2:12][CH3:13])=[O:10].CCO.[BH4-].[Na+]. The catalyst is CCOC(C)=O. The product is [CH2:12]([O:11][C:9]([C@@H:2]1[C@@H:3]([CH2:4][OH:5])[NH:1]1)=[O:10])[CH3:13]. The yield is 0.840. (3) The reactants are [NH2:1][C:2]1[N:3]=[C:4]([CH3:29])[C:5]2=[C:6]([CH2:8][C@H:9]([C:14]3[CH:19]=[CH:18][C:17]([F:20])=[CH:16][C:15]=3[C:21]3[CH:26]=[CH:25][CH:24]=[C:23]([O:27][CH3:28])[N:22]=3)[NH:10]/[C:11]/2=[N:12]\[OH:13])[N:7]=1.C([O-])([O-])=O.[Cs+].[Cs+].I[CH2:37][CH2:38][C@H:39]1[CH2:43][O:42][C:41]([CH3:45])([CH3:44])[O:40]1. The catalyst is CN(C=O)C. The product is [CH3:44][C:41]1([CH3:45])[O:40][C@@H:39]([CH2:38][CH2:37][O:13]/[N:12]=[C:11]2\[NH:10][C@@H:9]([C:14]3[CH:19]=[CH:18][C:17]([F:20])=[CH:16][C:15]=3[C:21]3[CH:26]=[CH:25][CH:24]=[C:23]([O:27][CH3:28])[N:22]=3)[CH2:8][C:6]3[N:7]=[C:2]([NH2:1])[N:3]=[C:4]([CH3:29])[C:5]\2=3)[CH2:43][O:42]1. The yield is 0.630. (4) The reactants are [CH3:1][N:2]1[C:6]([C:7]2[CH:12]=[CH:11][N:10]=[CH:9][CH:8]=2)=[CH:5][CH:4]=[N:3]1.CN1C=CC(C2C=CN=CC=2)=N1.[Br:25]Br.C(=O)(O)[O-].[Na+]. The catalyst is C(Cl)(Cl)Cl.ClCCl. The product is [Br:25][C:5]1[CH:4]=[N:3][N:2]([CH3:1])[C:6]=1[C:7]1[CH:12]=[CH:11][N:10]=[CH:9][CH:8]=1. The yield is 0.730.